Dataset: Reaction yield outcomes from USPTO patents with 853,638 reactions. Task: Predict the reaction yield, written as a fraction of the theoretical maximum amount of product (1.0 means a 100% yield; for example, 0.34 means a 34% yield). (1) The reactants are [CH2:1]([C:8]1[CH:13]=[CH:12][C:11]([C:14]2[CH:19]=[CH:18][C:17]([C:20]([OH:22])=O)=[CH:16][CH:15]=2)=[CH:10][CH:9]=1)[CH2:2][CH2:3][CH2:4][CH2:5][CH2:6][CH3:7].S(Cl)(Cl)=O.Cl.[NH2:28][OH:29]. The catalyst is CCOC(C)=O. The product is [OH:29][NH:28][C:20]([C:17]1[CH:18]=[CH:19][C:14]([C:11]2[CH:12]=[CH:13][C:8]([CH2:1][CH2:2][CH2:3][CH2:4][CH2:5][CH2:6][CH3:7])=[CH:9][CH:10]=2)=[CH:15][CH:16]=1)=[O:22]. The yield is 0.100. (2) The reactants are Cl[C:2]1[C:7]([Cl:8])=[N:6][CH:5]=[CH:4][N:3]=1.[CH:9]1([NH2:12])[CH2:11][CH2:10]1. No catalyst specified. The product is [Cl:8][C:7]1[C:2]([NH:12][CH:9]2[CH2:11][CH2:10]2)=[N:3][CH:4]=[CH:5][N:6]=1. The yield is 0.880. (3) The reactants are [C:1]1(=[C:8]([C:24]2[CH:29]=[CH:28][CH:27]=[CH:26][CH:25]=2)[C:9]2[CH:14]=[CH:13][C:12](/[CH:15]=[CH:16]/[C:17]([O:19]C(C)(C)C)=[O:18])=[CH:11][CH:10]=2)[CH2:7][CH2:6][CH2:5][CH2:4][CH2:3][CH2:2]1.C(O)(C(F)(F)F)=O. The catalyst is C(Cl)Cl. The product is [C:1]1(=[C:8]([C:24]2[CH:29]=[CH:28][CH:27]=[CH:26][CH:25]=2)[C:9]2[CH:10]=[CH:11][C:12](/[CH:15]=[CH:16]/[C:17]([OH:19])=[O:18])=[CH:13][CH:14]=2)[CH2:7][CH2:6][CH2:5][CH2:4][CH2:3][CH2:2]1. The yield is 0.410. (4) The reactants are Br[C:2]1[CH:34]=[N:33][C:5]2[NH:6][C:7]([C:12]3[C:13](=[O:32])[N:14]([CH2:24][C:25]4[CH:30]=[CH:29][C:28]([F:31])=[CH:27][CH:26]=4)[CH:15]4[CH:20]([C:21]=3[OH:22])[CH:19]3[CH2:23][CH:16]4[CH2:17][CH2:18]3)=[N:8][S:9](=[O:11])(=[O:10])[C:4]=2[CH:3]=1.C([O-])=O.[NH4+].C(OCC)(=O)C. The catalyst is CO.[Pd]. The product is [O:11]=[S:9]1(=[O:10])[C:4]2[CH:3]=[CH:2][CH:34]=[N:33][C:5]=2[NH:6][C:7]([C:12]2[C:13](=[O:32])[N:14]([CH2:24][C:25]3[CH:26]=[CH:27][C:28]([F:31])=[CH:29][CH:30]=3)[C@@H:15]3[C@H:20]([C:21]=2[OH:22])[C@@H:19]2[CH2:23][C@H:16]3[CH2:17][CH2:18]2)=[N:8]1. The yield is 0.740. (5) The reactants are [C-:1]#[N:2].[K+].[Cl:4][C:5]1[C:6](F)=[N:7][CH:8]=[C:9]([C:11]([F:14])([F:13])[F:12])[CH:10]=1.[F-]. The catalyst is O.CCCCCCCC[N+](CCCCCCCC)(CCCCCCCC)C.[Cl-]. The product is [Cl:4][C:5]1[C:6]([C:1]#[N:2])=[N:7][CH:8]=[C:9]([C:11]([F:14])([F:13])[F:12])[CH:10]=1. The yield is 0.900. (6) The reactants are [CH3:1][O:2][CH2:3][C:4]1[CH:5]=[C:6]([CH:8]=[CH:9][CH:10]=1)[NH2:7].[F:11][C:12]([F:25])([O:16][C:17]1[CH:18]=[C:19]([CH:22]=[CH:23][CH:24]=1)[CH:20]=O)[CH:13]([F:15])[F:14].C(O)(=O)C.[BH-](OC(C)=O)(OC(C)=O)OC(C)=O.[Na+].[F:44][C:45]([F:50])([F:49])[CH:46]1[O:48][CH2:47]1. The catalyst is ClC(Cl)C.C(#N)C.FC(F)(F)S([O-])(=O)=O.[Yb+3].FC(F)(F)S([O-])(=O)=O.FC(F)(F)S([O-])(=O)=O. The product is [CH3:1][O:2][CH2:3][C:4]1[CH:5]=[C:6]([N:7]([CH2:20][C:19]2[CH:22]=[CH:23][CH:24]=[C:17]([O:16][C:12]([F:25])([F:11])[CH:13]([F:15])[F:14])[CH:18]=2)[CH2:47][CH:46]([OH:48])[C:45]([F:50])([F:49])[F:44])[CH:8]=[CH:9][CH:10]=1. The yield is 0.970. (7) The reactants are [NH2:1][C:2]1[N:7]=[C:6]([NH2:8])[C:5]([C:9]2[CH:14]=[CH:13][C:12]([NH2:15])=[CH:11][CH:10]=2)=[C:4]([CH2:16][O:17][CH2:18][CH:19]2[CH2:22][CH2:21][CH2:20]2)[N:3]=1.C([O-])(=O)C.[Na+].[C:28]([C:30]1[CH:37]=[CH:36][C:33]([CH:34]=O)=[CH:32][CH:31]=1)#[N:29].[BH3-]C#N.[Na+]. The catalyst is CO.C(O)(=O)C. The product is [NH2:1][C:2]1[N:7]=[C:6]([NH2:8])[C:5]([C:9]2[CH:10]=[CH:11][C:12]([NH:15][CH2:34][C:33]3[CH:36]=[CH:37][C:30]([C:28]#[N:29])=[CH:31][CH:32]=3)=[CH:13][CH:14]=2)=[C:4]([CH2:16][O:17][CH2:18][CH:19]2[CH2:22][CH2:21][CH2:20]2)[N:3]=1. The yield is 0.550.